This data is from Full USPTO retrosynthesis dataset with 1.9M reactions from patents (1976-2016). The task is: Predict the reactants needed to synthesize the given product. Given the product [C:3]([OH:5])(=[O:4])[CH2:2][CH2:11][CH2:12][CH2:13][C:8]([OH:14])=[O:15], predict the reactants needed to synthesize it. The reactants are: F[C:2](F)(F)[C:3]([OH:5])=[O:4].[C:8]1(=[O:14])[CH2:13][CH2:12][CH2:11]CC1.[OH2:15].